From a dataset of Drug-target binding data from BindingDB using IC50 measurements. Regression. Given a target protein amino acid sequence and a drug SMILES string, predict the binding affinity score between them. We predict pIC50 (pIC50 = -log10(IC50 in M); higher means more potent). Dataset: bindingdb_ic50. (1) The compound is O=C1Oc2cc(O)ccc2/C1=C\c1ccc(O)cc1. The target protein (P23940) has sequence MEVEKEFITDEAKELLSKDKLIQQAYNEVKTSICSPIWPATSKTFTINNTEKNCNGVVPIKELCYTLLEDTYNWYREKPLDILKLEKKKGGPIDVYKEFIENSELKRVGMEFETGNISSAHRSMNKLLLGLKHGEIDLAIILMPIKQLAYYLTDRVTNFEELEPYFELTEGQPFIFIGFNAEAYNSNVPLIPKGSDGMSKRSIKKWKDKVENK. The pIC50 is 3.4. (2) The drug is CC[C@H](C)[C@H](NC(=O)OCc1ccccc1)C(=O)NS(=O)(=O)CC(=O)N[C@@]1(C(=O)OC)[C@@H](OC(=O)[C@@H](NC(=O)OCc2ccccc2)[C@@H](C)CC)C[C@H]2C(C(N)=O)=CN(C)C[C@H]21. The target protein sequence is MQTSLGNFVTTTGISSTRTPRPRRESVYFDLIKLKIFHQITQENPGSRNI. The pIC50 is 6.3.